From a dataset of NCI-60 drug combinations with 297,098 pairs across 59 cell lines. Regression. Given two drug SMILES strings and cell line genomic features, predict the synergy score measuring deviation from expected non-interaction effect. Drug 1: CC1=C2C(C(=O)C3(C(CC4C(C3C(C(C2(C)C)(CC1OC(=O)C(C(C5=CC=CC=C5)NC(=O)OC(C)(C)C)O)O)OC(=O)C6=CC=CC=C6)(CO4)OC(=O)C)OC)C)OC. Drug 2: COC1=C2C(=CC3=C1OC=C3)C=CC(=O)O2. Cell line: CAKI-1. Synergy scores: CSS=34.7, Synergy_ZIP=1.60, Synergy_Bliss=-0.123, Synergy_Loewe=-27.9, Synergy_HSA=-1.31.